Task: Regression. Given a peptide amino acid sequence and an MHC pseudo amino acid sequence, predict their binding affinity value. This is MHC class II binding data.. Dataset: Peptide-MHC class II binding affinity with 134,281 pairs from IEDB (1) The peptide sequence is TSLNFLGGSPVCLGQ. The MHC is DRB1_0101 with pseudo-sequence DRB1_0101. The binding affinity (normalized) is 0.898. (2) The peptide sequence is PLHLRYYRITYGETG. The binding affinity (normalized) is 0.214. The MHC is HLA-DQA10401-DQB10402 with pseudo-sequence HLA-DQA10401-DQB10402.